From a dataset of Catalyst prediction with 721,799 reactions and 888 catalyst types from USPTO. Predict which catalyst facilitates the given reaction. (1) Reactant: [OH:1][CH:2]1[CH2:7][CH2:6][NH:5][CH2:4][CH2:3]1.Cl[C:9]1[C:10]2[C:17]([C:18]3[CH:23]=[CH:22][C:21]([F:24])=[CH:20][CH:19]=3)=[C:16]([C:25]3[CH:26]=[N:27][C:28](Cl)=[CH:29][CH:30]=3)[O:15][C:11]=2[N:12]=[CH:13][N:14]=1. Product: [F:24][C:21]1[CH:22]=[CH:23][C:18]([C:17]2[C:10]3[C:9]([N:5]4[CH2:6][CH2:7][CH:2]([OH:1])[CH2:3][CH2:4]4)=[N:14][CH:13]=[N:12][C:11]=3[O:15][C:16]=2[C:25]2[CH:30]=[CH:29][C:28]([N:5]3[CH2:6][CH2:7][CH:2]([OH:1])[CH2:3][CH2:4]3)=[N:27][CH:26]=2)=[CH:19][CH:20]=1. The catalyst class is: 97. (2) Reactant: [C:1]([SiH2:5][O:6][C:7]([CH3:14])([CH3:13])[C:8]1[CH:9]=[N:10][NH:11][CH:12]=1)([CH3:4])([CH3:3])[CH3:2].[H-].[Na+].[CH3:17][O:18][C:19](=[O:22])[CH2:20]Br. Product: [CH3:17][O:18][C:19](=[O:22])[CH2:20][N:10]1[CH:9]=[C:8]([C:7]([CH3:14])([CH3:13])[O:6][SiH2:5][C:1]([CH3:4])([CH3:2])[CH3:3])[CH:12]=[N:11]1. The catalyst class is: 3. (3) Reactant: C(OC(=O)[NH:7][C:8]1[CH:13]=[C:12]([CH2:14][CH2:15]C)[C:11]([C:17]([F:20])([F:19])[F:18])=[CH:10][C:9]=1[NH:21][C:22](=[O:39])[CH2:23][C:24]([C:26]1[CH:31]=[CH:30][CH:29]=[C:28]([C:32]2[CH:37]=[CH:36][N:35]=[C:34]([CH3:38])[CH:33]=2)[CH:27]=1)=O)(C)(C)C.C(O)(C(F)(F)F)=O. Product: [CH2:14]([C:12]1[C:11]([C:17]([F:18])([F:19])[F:20])=[CH:10][C:9]2[NH:21][C:22](=[O:39])[CH2:23][C:24]([C:26]3[CH:31]=[CH:30][CH:29]=[C:28]([C:32]4[CH:37]=[CH:36][N:35]=[C:34]([CH3:38])[CH:33]=4)[CH:27]=3)=[N:7][C:8]=2[CH:13]=1)[CH3:15]. The catalyst class is: 2. (4) Reactant: [NH2:1][C:2]1[CH:7]=[C:6]([Cl:8])[N:5]=[CH:4][C:3]=1[CH:9]=O.[C:11](OC)(=[O:17])[CH2:12][C:13]([O:15][CH3:16])=[O:14].N1CCCC1C(O)=O.O. Product: [CH3:16][O:15][C:13]([C:12]1[C:11](=[O:17])[NH:1][C:2]2[C:3]([CH:9]=1)=[CH:4][N:5]=[C:6]([Cl:8])[CH:7]=2)=[O:14]. The catalyst class is: 16. (5) Reactant: [CH3:1][N:2]([C@@H:10]([CH3:38])[C:11](=[O:37])[NH:12][C@@H:13]([CH2:34][C:35]#[CH:36])[C:14](=[O:33])[N:15]1[CH2:19][CH2:18][CH2:17][C@H:16]1[C:20](=[O:32])[NH:21][C@H:22]1[C:31]2[C:26](=[CH:27][CH:28]=[CH:29][CH:30]=2)[CH2:25][CH2:24][CH2:23]1)C(=O)OC(C)(C)C.C(OCC)(=O)C.[ClH:45]. Product: [ClH:45].[CH3:1][NH:2][C@@H:10]([CH3:38])[C:11]([NH:12][C@@H:13]([CH2:34][C:35]#[CH:36])[C:14]([N:15]1[CH2:19][CH2:18][CH2:17][C@H:16]1[C:20]([NH:21][C@H:22]1[C:31]2[C:26](=[CH:27][CH:28]=[CH:29][CH:30]=2)[CH2:25][CH2:24][CH2:23]1)=[O:32])=[O:33])=[O:37]. The catalyst class is: 12. (6) Reactant: C[Al](C)C.[CH3:5][NH:6][CH3:7].C(O[C:11](=[O:41])[C:12]1[CH:17]=[CH:16][CH:15]=[C:14]([NH:18][C:19]([C:21]2[N:25]3[N:26]=[C:27]([NH:31][CH2:32][C:33]4[CH:38]=[CH:37][C:36]([O:39][CH3:40])=[CH:35][CH:34]=4)[CH:28]=[C:29]([CH3:30])[C:24]3=[N:23][CH:22]=2)=[O:20])[CH:13]=1)C. Product: [CH3:5][N:6]([CH3:7])[C:11]([C:12]1[CH:13]=[C:14]([NH:18][C:19]([C:21]2[N:25]3[N:26]=[C:27]([NH:31][CH2:32][C:33]4[CH:34]=[CH:35][C:36]([O:39][CH3:40])=[CH:37][CH:38]=4)[CH:28]=[C:29]([CH3:30])[C:24]3=[N:23][CH:22]=2)=[O:20])[CH:15]=[CH:16][CH:17]=1)=[O:41]. The catalyst class is: 217.